From a dataset of NCI-60 drug combinations with 297,098 pairs across 59 cell lines. Regression. Given two drug SMILES strings and cell line genomic features, predict the synergy score measuring deviation from expected non-interaction effect. (1) Drug 1: CC1=C2C(C(=O)C3(C(CC4C(C3C(C(C2(C)C)(CC1OC(=O)C(C(C5=CC=CC=C5)NC(=O)OC(C)(C)C)O)O)OC(=O)C6=CC=CC=C6)(CO4)OC(=O)C)OC)C)OC. Drug 2: N.N.Cl[Pt+2]Cl. Cell line: OVCAR3. Synergy scores: CSS=50.8, Synergy_ZIP=5.12, Synergy_Bliss=4.77, Synergy_Loewe=-36.5, Synergy_HSA=3.98. (2) Drug 1: CC1=C(C=C(C=C1)NC(=O)C2=CC=C(C=C2)CN3CCN(CC3)C)NC4=NC=CC(=N4)C5=CN=CC=C5. Drug 2: COCCOC1=C(C=C2C(=C1)C(=NC=N2)NC3=CC=CC(=C3)C#C)OCCOC.Cl. Cell line: HS 578T. Synergy scores: CSS=3.54, Synergy_ZIP=1.59, Synergy_Bliss=4.78, Synergy_Loewe=1.64, Synergy_HSA=1.78.